Dataset: Full USPTO retrosynthesis dataset with 1.9M reactions from patents (1976-2016). Task: Predict the reactants needed to synthesize the given product. (1) Given the product [Cl:12][C:13]1[N:18]=[C:17]([C:19]([O:21][C:1]([CH3:11])([CH3:6])[CH3:2])=[O:20])[CH:16]=[C:15]([CH3:22])[CH:14]=1, predict the reactants needed to synthesize it. The reactants are: [C:1]1([CH3:11])[CH:6]=CC(S(Cl)(=O)=O)=C[CH:2]=1.[Cl:12][C:13]1[N:18]=[C:17]([C:19]([OH:21])=[O:20])[CH:16]=[C:15]([CH3:22])[CH:14]=1.N1C=CC=CC=1.C(=O)([O-])O.[Na+]. (2) Given the product [CH:19]([C@@H:14]1[NH:13][CH2:3][C@H:2]([C:6]2[CH:11]=[CH:10][CH:9]=[CH:8][CH:7]=2)[NH:1][C:15]1=[O:16])([CH3:21])[CH3:20], predict the reactants needed to synthesize it. The reactants are: [NH2:1][C@@H:2]([C:6]1[CH:11]=[CH:10][CH:9]=[CH:8][CH:7]=1)[C:3](O)=O.Cl.[NH2:13][C@@H:14]([CH:19]([CH3:21])[CH3:20])[C:15](OC)=[O:16].C([C@@H]1NC[C@H](CC(C)C)NC1=O)C(C)C. (3) The reactants are: [Cl:1][C:2]1[N:6]2[CH2:7][CH2:8][N:9]([C:11]([C:13]3[CH:18]=[CH:17][C:16]([Cl:19])=[CH:15][C:14]=3[Cl:20])=[O:12])[CH2:10][C:5]2=[N:4][CH:3]=1.C1C(=O)N([Cl:28])C(=O)C1. Given the product [Cl:28][C:3]1[N:4]=[C:5]2[CH2:10][N:9]([C:11]([C:13]3[CH:18]=[CH:17][C:16]([Cl:19])=[CH:15][C:14]=3[Cl:20])=[O:12])[CH2:8][CH2:7][N:6]2[C:2]=1[Cl:1], predict the reactants needed to synthesize it. (4) Given the product [NH:14]1[C:15]2[C:6](=[CH:5][CH:4]=[CH:3][CH:2]=2)[C:7](=[O:16])[NH:8][C:13]1=[O:12], predict the reactants needed to synthesize it. The reactants are: Cl[C:2]1[CH:3]=[CH:4][CH:5]=[C:6]2[C:15]=1[N:14]=[C:13]1[N:8](CCC[O:12]1)[C:7]2=[O:16].FC1C=CC(N2CC3CCC2CN3)=CC=1.C(N(CC)CC)C.C1(C)C=CC(S(O)(=O)=O)=CC=1. (5) Given the product [NH2:1][C:4]1[CH:5]=[C:6]([CH:10]=[CH:11][C:12]=1[CH2:13][S:14][C:15]([C:16]1[CH:21]=[CH:20][CH:19]=[CH:18][CH:17]=1)([C:22]1[CH:23]=[CH:24][CH:25]=[CH:26][CH:27]=1)[C:28]1[CH:33]=[CH:32][CH:31]=[CH:30][CH:29]=1)[C:7]([OH:9])=[O:8], predict the reactants needed to synthesize it. The reactants are: [N+:1]([C:4]1[CH:5]=[C:6]([CH:10]=[CH:11][C:12]=1[CH2:13][S:14][C:15]([C:28]1[CH:33]=[CH:32][CH:31]=[CH:30][CH:29]=1)([C:22]1[CH:27]=[CH:26][CH:25]=[CH:24][CH:23]=1)[C:16]1[CH:21]=[CH:20][CH:19]=[CH:18][CH:17]=1)[C:7]([OH:9])=[O:8])([O-])=O.O.O.Cl[Sn]Cl.